This data is from Forward reaction prediction with 1.9M reactions from USPTO patents (1976-2016). The task is: Predict the product of the given reaction. (1) The product is: [NH2:15][C:16]1[C:21]([N+:22]([O-:24])=[O:23])=[C:20]([N:12]2[CH2:11][CH2:10][N:9]([CH2:8][C:5]3[N:4]=[C:3]([CH3:2])[O:7][N:6]=3)[CH2:14][CH2:13]2)[C:19]([Cl:26])=[CH:18][N:17]=1. Given the reactants Cl.[CH3:2][C:3]1[O:7][N:6]=[C:5]([CH2:8][N:9]2[CH2:14][CH2:13][NH:12][CH2:11][CH2:10]2)[N:4]=1.[NH2:15][C:16]1[C:21]([N+:22]([O-:24])=[O:23])=[C:20](Cl)[C:19]([Cl:26])=[CH:18][N:17]=1.C(N(C(C)C)CC)(C)C, predict the reaction product. (2) The product is: [CH2:1]([C:3]1([OH:7])[NH:16][C:6](=[O:8])[CH:5]=[C:4]1[CH3:9])[CH3:2]. Given the reactants [CH:1](=[C:3]1[O:7][C:6](=[O:8])[CH:5]=[C:4]1[CH3:9])[CH3:2].O1C=CCC1=O.[NH3:16], predict the reaction product. (3) Given the reactants [O:1]1[CH2:6][CH2:5][N:4]([C:7]2[C:8]3[N:9]([CH:13]=[C:14]([C:16]([O:18][CH2:19][CH3:20])=[O:17])[N:15]=3)[CH:10]=[CH:11][N:12]=2)[CH2:3][CH2:2]1.C1C(=O)N([Br:28])C(=O)C1, predict the reaction product. The product is: [Br:28][C:10]1[N:9]2[CH:13]=[C:14]([C:16]([O:18][CH2:19][CH3:20])=[O:17])[N:15]=[C:8]2[C:7]([N:4]2[CH2:3][CH2:2][O:1][CH2:6][CH2:5]2)=[N:12][CH:11]=1. (4) Given the reactants C([N:4]1[C:8]([C:9]([OH:11])=[O:10])=[C:7]([N:12]2[C:16](=[O:17])[NH:15][C:14]([CH:18]([NH:30][C:31]3[CH:36]=[CH:35][C:34]([C:37]#[N:38])=[C:33]([CH2:39][NH:40]C(OC(C)(C)C)=O)[CH:32]=3)[C:19]3[CH:24]=[C:23]([O:25][CH3:26])[C:22]([O:27][CH3:28])=[CH:21][C:20]=3[F:29])=[N:13]2)[N:6]=[CH:5]1)C=C.CN1C(=O)CC(=O)N(C)C1=O.FC(F)(F)C(O)=O.C1(C)C=CC=CC=1, predict the reaction product. The product is: [F:29][C:20]1[CH:21]=[C:22]([O:27][CH3:28])[C:23]([O:25][CH3:26])=[CH:24][C:19]=1[CH:18]([NH:30][C:31]1[CH:32]=[C:33]2[C:34](=[CH:35][CH:36]=1)[C:37](=[NH:38])[NH:40][CH2:39]2)[C:14]1[NH:15][C:16](=[O:17])[N:12]([C:7]2[N:6]=[CH:5][NH:4][C:8]=2[C:9]([OH:11])=[O:10])[N:13]=1. (5) Given the reactants [NH2:1][C@@H:2]1[CH2:11][C:10]2[C:5](=[C:6]([S:14]([NH:17][C:18]3[CH:23]=[C:22]([Cl:24])[CH:21]=[CH:20][C:19]=3[O:25][CH3:26])(=[O:16])=[O:15])[CH:7]=[CH:8][C:9]=2[O:12][CH3:13])[O:4][CH2:3]1.Br[CH2:28][CH2:29][CH2:30][CH2:31]Br.C(=O)(O)[O-].[Na+].[I-].[K+], predict the reaction product. The product is: [Cl:24][C:22]1[CH:21]=[CH:20][C:19]([O:25][CH3:26])=[C:18]([NH:17][S:14]([C:6]2[CH:7]=[CH:8][C:9]([O:12][CH3:13])=[C:10]3[C:5]=2[O:4][CH2:3][C@H:2]([N:1]2[CH2:31][CH2:30][CH2:29][CH2:28]2)[CH2:11]3)(=[O:15])=[O:16])[CH:23]=1. (6) Given the reactants Cl.[NH:2]1[CH2:7][CH2:6][C:5]([C:8]2[CH:13]=[CH:12][C:11]([N:14]3[CH2:18][C@H:17]([CH2:19][N:20]4[CH:24]=[CH:23][N:22]=[N:21]4)[O:16][C:15]3=[O:25])=[CH:10][C:9]=2[F:26])=[CH:4][CH2:3]1.[CH3:27][S:28](Cl)(=[O:30])=[O:29], predict the reaction product. The product is: [CH3:27][S:28]([N:2]1[CH2:7][CH2:6][C:5]([C:8]2[CH:13]=[CH:12][C:11]([N:14]3[CH2:18][C@H:17]([CH2:19][N:20]4[CH:24]=[CH:23][N:22]=[N:21]4)[O:16][C:15]3=[O:25])=[CH:10][C:9]=2[F:26])=[CH:4][CH2:3]1)(=[O:30])=[O:29].